This data is from Forward reaction prediction with 1.9M reactions from USPTO patents (1976-2016). The task is: Predict the product of the given reaction. (1) Given the reactants [CH2:1]([NH:3][C:4](=[O:44])[NH:5][C:6]1[N:11]=[CH:10][C:9]([C:12]2[CH:13]=[C:14]3[C:19](=[CH:20][CH:21]=2)[N:18]([C@@H:22]2[CH2:27][CH2:26][CH2:25][CH2:24][C@@H:23]2[OH:28])[CH:17]=[C:16]([C:29]([O:31]CC)=[O:30])[C:15]3=[O:34])=[C:8]([C:35]2[S:36][CH:37]=[C:38]([C:40]([F:43])([F:42])[F:41])[N:39]=2)[CH:7]=1)[CH3:2].C1COCC1.[Li+].[OH-], predict the reaction product. The product is: [CH2:1]([NH:3][C:4](=[O:44])[NH:5][C:6]1[N:11]=[CH:10][C:9]([C:12]2[CH:13]=[C:14]3[C:19](=[CH:20][CH:21]=2)[N:18]([C@@H:22]2[CH2:27][CH2:26][CH2:25][CH2:24][C@@H:23]2[OH:28])[CH:17]=[C:16]([C:29]([OH:31])=[O:30])[C:15]3=[O:34])=[C:8]([C:35]2[S:36][CH:37]=[C:38]([C:40]([F:43])([F:41])[F:42])[N:39]=2)[CH:7]=1)[CH3:2]. (2) Given the reactants [CH3:1][N:2]1[C:10]2[C@@:9]3([CH3:14])[C:11]([CH3:13])([CH3:12])[C@H:6]([CH2:7][CH2:8]3)[C:5]=2[C:4](=[O:15])[NH:3]1.[I:16][C:17]1[CH:24]=[CH:23][C:20]([CH2:21]Br)=[CH:19][CH:18]=1, predict the reaction product. The product is: [I:16][C:17]1[CH:24]=[CH:23][C:20]([CH2:21][N:3]2[C:4](=[O:15])[C:5]3[C@H:6]4[C:11]([CH3:12])([CH3:13])[C@:9]([CH3:14])([CH2:8][CH2:7]4)[C:10]=3[N:2]2[CH3:1])=[CH:19][CH:18]=1. (3) Given the reactants [C:1]([O:5][C@@H:6]([C:12]1[C:13]([C:32]2[CH:37]=[CH:36][C:35]([Cl:38])=[CH:34][CH:33]=2)=[C:14]2[C:19](=[CH:20][C:21]=1[CH3:22])[N:18]=[C:17]([CH2:23][N:24]([CH3:31])[C:25]1[CH:30]=[CH:29][CH:28]=[CH:27][CH:26]=1)[CH:16]=[CH:15]2)[C:7](OCC)=[O:8])([CH3:4])([CH3:3])[CH3:2].C(O[C@@H](C1C(C2C=CC(Cl)=CC=2)=C2C(=CC=1C)[N+]([O-])=C(C)C=C2)C[O:46][C:47](=O)[C:48]([CH3:51])([CH3:50])[CH3:49])(C)(C)C, predict the reaction product. The product is: [C:47]([O:8][CH2:7][C@@H:6]([O:5][C:1]([CH3:4])([CH3:2])[CH3:3])[C:12]1[C:13]([C:32]2[CH:37]=[CH:36][C:35]([Cl:38])=[CH:34][CH:33]=2)=[C:14]2[C:19](=[CH:20][C:21]=1[CH3:22])[N:18]=[C:17]([CH2:23][N:24]([CH3:31])[C:25]1[CH:26]=[CH:27][CH:28]=[CH:29][CH:30]=1)[CH:16]=[CH:15]2)(=[O:46])[C:48]([CH3:51])([CH3:50])[CH3:49]. (4) Given the reactants C([O:3][C:4]([C:6]1[S:10][C:9]([N:11]([CH3:18])[CH:12]2[CH2:17][CH2:16][O:15][CH2:14][CH2:13]2)=[N:8][C:7]=1[CH:19]([CH3:21])[CH3:20])=[O:5])C.[OH-].[K+], predict the reaction product. The product is: [CH:19]([C:7]1[N:8]=[C:9]([N:11]([CH3:18])[CH:12]2[CH2:13][CH2:14][O:15][CH2:16][CH2:17]2)[S:10][C:6]=1[C:4]([OH:5])=[O:3])([CH3:21])[CH3:20]. (5) Given the reactants Cl[C:2]1[N:11]=[CH:10][C:9]2[N:8]([CH2:12][C:13]3[CH:18]=[CH:17][C:16]([S:19]([CH3:22])(=[O:21])=[O:20])=[CH:15][C:14]=3[Cl:23])[CH2:7][CH:6]3[CH2:24][O:25][CH2:26][CH2:27][N:5]3[C:4]=2[N:3]=1.[CH3:28][NH:29][C:30]([NH:32][C:33]1[CH:38]=[CH:37][C:36](B2OC(C)(C)C(C)(C)O2)=[CH:35][CH:34]=1)=[O:31], predict the reaction product. The product is: [Cl:23][C:14]1[CH:15]=[C:16]([S:19]([CH3:22])(=[O:20])=[O:21])[CH:17]=[CH:18][C:13]=1[CH2:12][N:8]1[CH2:7][CH:6]2[CH2:24][O:25][CH2:26][CH2:27][N:5]2[C:4]2[N:3]=[C:2]([C:36]3[CH:35]=[CH:34][C:33]([NH:32][C:30]([NH:29][CH3:28])=[O:31])=[CH:38][CH:37]=3)[N:11]=[CH:10][C:9]1=2.